Dataset: Forward reaction prediction with 1.9M reactions from USPTO patents (1976-2016). Task: Predict the product of the given reaction. (1) Given the reactants Br[C:2]1[CH:7]=[CH:6][C:5]([NH:8][C:9]([C:11]2[NH:12][CH:13]=[C:14]([C:16]#[N:17])[N:15]=2)=[O:10])=[C:4]([C:18]2[CH2:23][CH2:22][C:21]([CH3:25])([CH3:24])[CH2:20][CH:19]=2)[CH:3]=1.C([Mg]Cl)(C)C.C([Li])(C)(C)C.[CH3:36][C:37]([CH3:39])=[O:38].[NH4+].[Cl-], predict the reaction product. The product is: [CH3:24][C:21]1([CH3:25])[CH2:22][CH2:23][C:18]([C:4]2[CH:3]=[C:2]([C:37]([OH:38])([CH3:39])[CH3:36])[CH:7]=[CH:6][C:5]=2[NH:8][C:9]([C:11]2[NH:12][CH:13]=[C:14]([C:16]#[N:17])[N:15]=2)=[O:10])=[CH:19][CH2:20]1. (2) Given the reactants C[Si]([N-][Si](C)(C)C)(C)C.[Li+].[F:11][C:12]1[CH:30]=[CH:29][C:15]([O:16][CH2:17][C:18]([N:20]2[C@@H:24]([CH:25]([CH3:27])[CH3:26])[CH2:23][O:22][C:21]2=[O:28])=[O:19])=[CH:14][C:13]=1[CH3:31].I[CH2:33][CH:34]=[CH:35][CH2:36][O:37][CH2:38][C:39]1[CH:44]=[CH:43][CH:42]=[CH:41][CH:40]=1.[NH4+].[Cl-], predict the reaction product. The product is: [CH2:38]([O:37][CH2:36]/[CH:35]=[CH:34]\[CH2:33][C@@H:17]([O:16][C:15]1[CH:29]=[CH:30][C:12]([F:11])=[C:13]([CH3:31])[CH:14]=1)[C:18]([N:20]1[C@@H:24]([CH:25]([CH3:26])[CH3:27])[CH2:23][O:22][C:21]1=[O:28])=[O:19])[C:39]1[CH:44]=[CH:43][CH:42]=[CH:41][CH:40]=1. (3) Given the reactants [Cl:1][C:2]1[CH:10]=[CH:9][C:8]2[N:7]([CH2:11][CH2:12][O:13][C:14]3[CH:19]=[CH:18][C:17]([F:20])=[CH:16][CH:15]=3)[C:6]3[CH2:21][CH2:22][N:23](C(OC(C)(C)C)=O)[CH2:24][CH2:25][C:5]=3[C:4]=2[C:3]=1[Cl:33].[OH-].[Na+], predict the reaction product. The product is: [ClH:1].[Cl:1][C:2]1[CH:10]=[CH:9][C:8]2[N:7]([CH2:11][CH2:12][O:13][C:14]3[CH:15]=[CH:16][C:17]([F:20])=[CH:18][CH:19]=3)[C:6]3[CH2:21][CH2:22][NH:23][CH2:24][CH2:25][C:5]=3[C:4]=2[C:3]=1[Cl:33]. (4) The product is: [I:1][C:2]1[CH:7]=[CH:6][C:5]([O:8][CH2:10][CH:11]([CH3:13])[CH3:12])=[CH:4][CH:3]=1. Given the reactants [I:1][C:2]1[CH:7]=[CH:6][C:5]([OH:8])=[CH:4][CH:3]=1.Br[CH2:10][CH:11]([CH3:13])[CH3:12].C([O-])([O-])=O.[K+].[K+].CN(C=O)C, predict the reaction product.